From a dataset of Full USPTO retrosynthesis dataset with 1.9M reactions from patents (1976-2016). Predict the reactants needed to synthesize the given product. (1) Given the product [C:14]([N:22]1[CH2:27][CH2:26][N:25]([C:28](=[O:39])[C:29]([C:31]2[CH:36]=[CH:35][C:34]([C:45]3[CH:44]=[CH:43][NH:42][N:41]=3)=[CH:33][C:32]=2[CH3:38])=[O:30])[C@H:24]([CH3:40])[CH2:23]1)(=[O:21])[C:15]1[CH:20]=[CH:19][CH:18]=[CH:17][CH:16]=1, predict the reactants needed to synthesize it. The reactants are: C1(C)C=CC=CC=1.C([O-])([O-])=O.[Na+].[Na+].[C:14]([N:22]1[CH2:27][CH2:26][N:25]([C:28](=[O:39])[C:29]([C:31]2[CH:36]=[CH:35][C:34](Br)=[CH:33][C:32]=2[CH3:38])=[O:30])[C@H:24]([CH3:40])[CH2:23]1)(=[O:21])[C:15]1[CH:20]=[CH:19][CH:18]=[CH:17][CH:16]=1.[NH:41]1[CH:45]=[CH:44][C:43](B(O)O)=[N:42]1. (2) The reactants are: [F:1][CH:2]([F:23])[O:3][C:4]1[C:9]2[O:10][C:11]3[C:12](=[O:19])[N:13]([CH2:17][CH3:18])[N:14]=[CH:15][C:16]=3[C:8]=2[C:7]([C:20]([OH:22])=[O:21])=[CH:6][CH:5]=1.C(N(CC)CC)C.[CH:31]1[C:36]([N+:37]([O-:39])=[O:38])=[CH:35][CH:34]=[C:33](O)[CH:32]=1.CCN=C=NCCCN(C)C. Given the product [F:23][CH:2]([F:1])[O:3][C:4]1[C:9]2[O:10][C:11]3[C:12](=[O:19])[N:13]([CH2:17][CH3:18])[N:14]=[CH:15][C:16]=3[C:8]=2[C:7]([C:20]([O:22][C:33]2[CH:32]=[CH:31][C:36]([N+:37]([O-:39])=[O:38])=[CH:35][CH:34]=2)=[O:21])=[CH:6][CH:5]=1, predict the reactants needed to synthesize it.